This data is from Peptide-MHC class II binding affinity with 134,281 pairs from IEDB. The task is: Regression. Given a peptide amino acid sequence and an MHC pseudo amino acid sequence, predict their binding affinity value. This is MHC class II binding data. The peptide sequence is GGNFAGGGFGMLLRK. The MHC is DRB1_1201 with pseudo-sequence DRB1_1201. The binding affinity (normalized) is 0.355.